Dataset: Forward reaction prediction with 1.9M reactions from USPTO patents (1976-2016). Task: Predict the product of the given reaction. (1) The product is: [C:1]1([CH:7]([C:44]2[CH:45]=[CH:46][CH:47]=[CH:48][CH:49]=2)[C:8]([O:10][C@H:11]2[CH2:15][CH2:14][N:13]([CH2:16][C@H:17]([C:18]3[CH:23]=[CH:22][CH:21]=[C:20]([NH2:24])[CH:19]=3)[N:27]([C:29](=[O:43])[CH:30]([C:31]3[CH:32]=[CH:33][CH:34]=[CH:35][CH:36]=3)[C:37]3[CH:42]=[CH:41][CH:40]=[CH:39][CH:38]=3)[CH3:28])[CH2:12]2)=[O:9])[CH:6]=[CH:5][CH:4]=[CH:3][CH:2]=1. Given the reactants [C:1]1([CH:7]([C:44]2[CH:49]=[CH:48][CH:47]=[CH:46][CH:45]=2)[C:8]([O:10][C@H:11]2[CH2:15][CH2:14][N:13]([CH2:16][C@@H:17]([N:27]([C:29](=[O:43])[CH:30]([C:37]3[CH:42]=[CH:41][CH:40]=[CH:39][CH:38]=3)[C:31]3[CH:36]=[CH:35][CH:34]=[CH:33][CH:32]=3)[CH3:28])[C:18]3[CH:23]=[CH:22][CH:21]=[C:20]([N+:24]([O-])=O)[CH:19]=3)[CH2:12]2)=[O:9])[CH:6]=[CH:5][CH:4]=[CH:3][CH:2]=1, predict the reaction product. (2) Given the reactants [NH2:1][C:2]1[C:9]([F:10])=[CH:8][C:5]([C:6]#N)=[C:4]([F:11])[CH:3]=1.S(=O)(=O)(O)O.[OH2:17].[OH-:18].[Na+], predict the reaction product. The product is: [NH2:1][C:2]1[C:9]([F:10])=[CH:8][C:5]([C:6]([OH:18])=[O:17])=[C:4]([F:11])[CH:3]=1. (3) Given the reactants [CH3:1][O:2][C:3](=[O:24])[CH2:4][CH2:5][CH2:6][CH2:7][CH2:8][CH2:9][CH2:10][CH:11]([OH:23])[CH:12]([OH:22])[CH2:13][CH:14]([OH:21])[CH2:15][CH2:16][CH2:17][CH2:18][CH2:19][CH3:20].[C:33](O[C:33](=O)[CH2:34][CH2:35][CH2:36][CH2:37][CH3:38])(=O)[CH2:34][CH2:35][CH2:36][CH2:37][CH3:38], predict the reaction product. The product is: [CH3:1][O:2][C:3](=[O:24])[CH2:4][CH2:5][CH2:6][CH2:7][CH2:8][CH2:9][CH2:10][CH:11]([O:23][CH2:38][CH2:37][CH2:36][CH2:35][CH2:34][CH3:33])[CH:12]([O:22][CH2:3][CH2:4][CH2:5][CH2:6][CH2:7][CH3:8])[CH2:13][CH:14]([O:21][CH2:9][CH2:10][CH2:11][CH2:12][CH2:13][CH3:14])[CH2:15][CH2:16][CH2:17][CH2:18][CH2:19][CH3:20]. (4) Given the reactants [Zn:1].[CH:2]1([S:5](Cl)(=[O:7])=[O:6])[CH2:4][CH2:3]1, predict the reaction product. The product is: [CH:2]1([S:5]([O-:7])=[O:6])[CH2:4][CH2:3]1.[Zn+2:1].[CH:2]1([S:5]([O-:7])=[O:6])[CH2:4][CH2:3]1. (5) Given the reactants CC1C=CC(S(O[CH2:12][CH2:13][C:14]#[C:15][Si:16]([CH3:19])([CH3:18])[CH3:17])(=O)=O)=CC=1.[N-:20]=[N+:21]=[N-:22].[Na+], predict the reaction product. The product is: [N:20]([CH2:12][CH2:13][C:14]#[C:15][Si:16]([CH3:19])([CH3:18])[CH3:17])=[N+:21]=[N-:22]. (6) The product is: [NH2:1][C:2]1[CH:11]=[CH:10][CH:9]=[C:8]2[C:3]=1[CH2:4][CH2:5][CH2:6][C:7]2=[O:12].[N:17]([C:2]1[CH:11]=[CH:10][CH:9]=[C:8]2[C:3]=1[CH2:4][CH2:5][CH2:6][C:7]2=[O:12])=[N+:18]=[N-:19]. Given the reactants [NH2:1][C:2]1[CH:11]=[CH:10][CH:9]=[C:8]2[C:3]=1[CH2:4][CH2:5][CH2:6][C:7]2=[O:12].N([O-])=O.[Na+].[N-:17]=[N+:18]=[N-:19].[Na+], predict the reaction product. (7) Given the reactants Br[C:2]1[C:10]2[C:5](=[CH:6][CH:7]=[CH:8][CH:9]=2)[N:4]([CH2:11][C:12]2[CH:13]=[C:14]([C:18]3[CH:23]=[CH:22][C:21]([C:24]([O:26][CH3:27])=[O:25])=[CH:20][CH:19]=3)[CH:15]=[CH:16][CH:17]=2)[C:3]=1[C:28]([O:30][CH2:31][CH3:32])=[O:29].[C:33]([C:37]1[CH:42]=[CH:41][C:40](B(O)O)=[CH:39][CH:38]=1)([CH3:36])([CH3:35])[CH3:34].C([O-])([O-])=O.[Na+].[Na+].CCOC(C)=O, predict the reaction product. The product is: [C:33]([C:37]1[CH:42]=[CH:41][C:40]([C:2]2[C:10]3[C:5](=[CH:6][CH:7]=[CH:8][CH:9]=3)[N:4]([CH2:11][C:12]3[CH:13]=[C:14]([C:18]4[CH:23]=[CH:22][C:21]([C:24]([O:26][CH3:27])=[O:25])=[CH:20][CH:19]=4)[CH:15]=[CH:16][CH:17]=3)[C:3]=2[C:28]([O:30][CH2:31][CH3:32])=[O:29])=[CH:39][CH:38]=1)([CH3:36])([CH3:35])[CH3:34].